Dataset: Full USPTO retrosynthesis dataset with 1.9M reactions from patents (1976-2016). Task: Predict the reactants needed to synthesize the given product. (1) Given the product [Cl:23][C:24]1[CH:25]=[C:26]([NH:27][C:1]2[C:3]3[C:11]4[CH2:10][CH2:9][N:8]([C:12]([O:14][C:15]([CH3:18])([CH3:16])[CH3:17])=[O:13])[CH2:7][C:6]=4[O:5][C:4]=3[N:19]=[CH:20][N:2]=2)[CH:28]=[CH:29][C:30]=1[O:31][CH2:32][C:33]1[CH:38]=[CH:37][CH:36]=[C:35]([F:39])[CH:34]=1, predict the reactants needed to synthesize it. The reactants are: [C:1]([C:3]1[C:11]2[CH2:10][CH2:9][N:8]([C:12]([O:14][C:15]([CH3:18])([CH3:17])[CH3:16])=[O:13])[CH2:7][C:6]=2[O:5][C:4]=1[N:19]=[CH:20]OC)#[N:2].[Cl:23][C:24]1[CH:25]=[C:26]([CH:28]=[CH:29][C:30]=1[O:31][CH2:32][C:33]1[CH:38]=[CH:37][CH:36]=[C:35]([F:39])[CH:34]=1)[NH2:27]. (2) Given the product [F:18][C:19]1[CH:24]=[C:23]([S:25][C:26]([F:29])([F:28])[F:27])[CH:22]=[CH:21][C:20]=1[N:30]([CH3:34])[C:31]([NH:7][CH2:6][C:5]1[CH:8]=[CH:9][CH:10]=[C:3]([O:2][CH3:1])[CH:4]=1)=[O:32], predict the reactants needed to synthesize it. The reactants are: [CH3:1][O:2][C:3]1[CH:4]=[C:5]([CH:8]=[CH:9][CH:10]=1)[CH2:6][NH2:7].C(N(CC)CC)C.[F:18][C:19]1[CH:24]=[C:23]([S:25][C:26]([F:29])([F:28])[F:27])[CH:22]=[CH:21][C:20]=1[N:30]([CH3:34])[C:31](Cl)=[O:32]. (3) Given the product [Cl:13][C:14]1[C:19]([N:20]2[CH2:21][CH2:22][CH:23]([C:26]3[CH:27]=[CH:28][CH:29]=[CH:30][CH:31]=3)[CH2:24][CH2:25]2)=[CH:18][N:17]=[N:16][C:15]=1[NH:32][NH:33][C:6](=[O:8])[CH2:5][CH2:4][CH:1]1[CH2:2][CH2:3]1, predict the reactants needed to synthesize it. The reactants are: [CH:1]1([CH2:4][CH2:5][C:6]([OH:8])=O)[CH2:3][CH2:2]1.S(Cl)(Cl)=O.[Cl:13][C:14]1[C:19]([N:20]2[CH2:25][CH2:24][CH:23]([C:26]3[CH:31]=[CH:30][CH:29]=[CH:28][CH:27]=3)[CH2:22][CH2:21]2)=[CH:18][N:17]=[N:16][C:15]=1[NH:32][NH2:33].C(=O)(O)[O-].[Na+].